Dataset: NCI-60 drug combinations with 297,098 pairs across 59 cell lines. Task: Regression. Given two drug SMILES strings and cell line genomic features, predict the synergy score measuring deviation from expected non-interaction effect. (1) Drug 1: C1CC(=O)NC(=O)C1N2CC3=C(C2=O)C=CC=C3N. Drug 2: CC1C(C(CC(O1)OC2CC(OC(C2O)C)OC3=CC4=CC5=C(C(=O)C(C(C5)C(C(=O)C(C(C)O)O)OC)OC6CC(C(C(O6)C)O)OC7CC(C(C(O7)C)O)OC8CC(C(C(O8)C)O)(C)O)C(=C4C(=C3C)O)O)O)O. Cell line: U251. Synergy scores: CSS=4.81, Synergy_ZIP=-3.71, Synergy_Bliss=-2.22, Synergy_Loewe=-1.22, Synergy_HSA=-1.12. (2) Drug 1: C1=CC(=CC=C1CC(C(=O)O)N)N(CCCl)CCCl.Cl. Drug 2: CC1=C(C(=O)C2=C(C1=O)N3CC4C(C3(C2COC(=O)N)OC)N4)N. Cell line: NCI-H460. Synergy scores: CSS=47.3, Synergy_ZIP=-4.13, Synergy_Bliss=-8.70, Synergy_Loewe=-13.8, Synergy_HSA=-6.34. (3) Drug 1: C1=CC(=CC=C1C#N)C(C2=CC=C(C=C2)C#N)N3C=NC=N3. Drug 2: CCC1(CC2CC(C3=C(CCN(C2)C1)C4=CC=CC=C4N3)(C5=C(C=C6C(=C5)C78CCN9C7C(C=CC9)(C(C(C8N6C)(C(=O)OC)O)OC(=O)C)CC)OC)C(=O)OC)O.OS(=O)(=O)O. Cell line: CAKI-1. Synergy scores: CSS=-1.16, Synergy_ZIP=0.644, Synergy_Bliss=-3.71, Synergy_Loewe=-12.0, Synergy_HSA=-10.2. (4) Drug 1: CC1OCC2C(O1)C(C(C(O2)OC3C4COC(=O)C4C(C5=CC6=C(C=C35)OCO6)C7=CC(=C(C(=C7)OC)O)OC)O)O. Drug 2: C(=O)(N)NO. Cell line: RPMI-8226. Synergy scores: CSS=54.4, Synergy_ZIP=-0.806, Synergy_Bliss=0.733, Synergy_Loewe=-16.8, Synergy_HSA=5.83. (5) Drug 1: CC1=C2C(C(=O)C3(C(CC4C(C3C(C(C2(C)C)(CC1OC(=O)C(C(C5=CC=CC=C5)NC(=O)OC(C)(C)C)O)O)OC(=O)C6=CC=CC=C6)(CO4)OC(=O)C)OC)C)OC. Drug 2: CN1CCC(CC1)COC2=C(C=C3C(=C2)N=CN=C3NC4=C(C=C(C=C4)Br)F)OC. Cell line: HOP-62. Synergy scores: CSS=57.0, Synergy_ZIP=16.1, Synergy_Bliss=16.1, Synergy_Loewe=2.45, Synergy_HSA=16.3. (6) Drug 1: CC12CCC(CC1=CCC3C2CCC4(C3CC=C4C5=CN=CC=C5)C)O. Drug 2: CCCCC(=O)OCC(=O)C1(CC(C2=C(C1)C(=C3C(=C2O)C(=O)C4=C(C3=O)C=CC=C4OC)O)OC5CC(C(C(O5)C)O)NC(=O)C(F)(F)F)O. Cell line: COLO 205. Synergy scores: CSS=5.24, Synergy_ZIP=3.55, Synergy_Bliss=5.33, Synergy_Loewe=2.21, Synergy_HSA=0.892. (7) Synergy scores: CSS=43.8, Synergy_ZIP=7.78, Synergy_Bliss=7.97, Synergy_Loewe=-6.65, Synergy_HSA=6.87. Drug 2: CC1=C2C(C(=O)C3(C(CC4C(C3C(C(C2(C)C)(CC1OC(=O)C(C(C5=CC=CC=C5)NC(=O)OC(C)(C)C)O)O)OC(=O)C6=CC=CC=C6)(CO4)OC(=O)C)OC)C)OC. Drug 1: CC12CCC(CC1=CCC3C2CCC4(C3CC=C4C5=CN=CC=C5)C)O. Cell line: SK-MEL-5.